Task: Predict the reactants needed to synthesize the given product.. Dataset: Full USPTO retrosynthesis dataset with 1.9M reactions from patents (1976-2016) (1) Given the product [Cl:1][C:2]1[CH:7]=[C:6]([NH2:8])[CH:5]=[CH:4][C:3]=1[CH2:11][CH2:12][N:13]([CH2:16][CH3:17])[CH2:14][CH3:15], predict the reactants needed to synthesize it. The reactants are: [Cl:1][C:2]1[CH:7]=[C:6]([N+:8]([O-])=O)[CH:5]=[CH:4][C:3]=1[CH2:11][CH2:12][N:13]([CH2:16][CH3:17])[CH2:14][CH3:15]. (2) The reactants are: [Cl-].[CH2:2]([N+:4]([CH2:7][O:8][CH3:9])([CH3:6])[CH3:5])[CH3:3].[H+].[B-:11]([F:15])([F:14])([F:13])[F:12]. Given the product [F:12][B-:11]([F:15])([F:14])[F:13].[CH2:2]([N+:4]([CH2:7][O:8][CH3:9])([CH3:6])[CH3:5])[CH3:3], predict the reactants needed to synthesize it. (3) The reactants are: C([O:3][C:4](=[O:23])[C:5]([O:15][C:16]1[CH:17]=[C:18]([CH3:22])[CH:19]=[CH:20][CH:21]=1)([CH3:14])[CH2:6][C:7]1[CH:12]=[CH:11][C:10](O)=[CH:9][CH:8]=1)C.[CH3:24][C:25]1[O:29][C:28]([C:30]2[CH:35]=[CH:34][C:33]([C:36]3[CH:41]=[CH:40][CH:39]=[CH:38][CH:37]=3)=[CH:32][CH:31]=2)=[N:27][C:26]=1[CH2:42][CH2:43][O:44]S(C1C=CC(C)=CC=1)(=O)=O.C([O-])([O-])=O.[K+].[K+].[OH-].[Na+]. Given the product [C:33]1([C:36]2[CH:37]=[CH:38][CH:39]=[CH:40][CH:41]=2)[CH:34]=[CH:35][C:30]([C:28]2[O:29][C:25]([CH3:24])=[C:26]([CH2:42][CH2:43][O:44][C:10]3[CH:9]=[CH:8][C:7]([CH2:6][C:5]([CH3:14])([O:15][C:16]4[CH:17]=[C:18]([CH3:22])[CH:19]=[CH:20][CH:21]=4)[C:4]([OH:23])=[O:3])=[CH:12][CH:11]=3)[N:27]=2)=[CH:31][CH:32]=1, predict the reactants needed to synthesize it. (4) Given the product [Br:1][C:2]1[CH:7]=[CH:6][C:5]([N:16]2[CH:17]=[CH:18][C:14]([N+:11]([O-:13])=[O:12])=[N:15]2)=[CH:4][C:3]=1[O:9][CH3:10], predict the reactants needed to synthesize it. The reactants are: [Br:1][C:2]1[CH:7]=[CH:6][C:5](I)=[CH:4][C:3]=1[O:9][CH3:10].[N+:11]([C:14]1[CH:18]=[CH:17][NH:16][N:15]=1)([O-:13])=[O:12].C(=NO)C1C(=CC=CC=1)O.C([O-])([O-])=O.[Cs+].[Cs+]. (5) Given the product [CH3:42][CH2:41][CH2:44][C:34]1[C:6]2[N:5]=[C:10]([C:14]3[CH:15]=[C:16]([S:23]([N:26]4[CH2:27][CH2:28][N:29]([CH3:32])[CH2:30][CH2:31]4)(=[O:24])=[O:25])[CH:17]=[CH:18][C:19]=3[O:20][CH2:21][CH3:22])[NH:11][C:12](=[O:13])[C:7]=2[N:8]([CH3:4])[N:9]=1, predict the reactants needed to synthesize it. The reactants are: CCC[C:4]1[N:8]2[NH:9][C:10]([C:14]3[CH:15]=[C:16]([S:23]([N:26]4[CH2:31][CH2:30][N:29]([CH2:32]C)[CH2:28][CH2:27]4)(=[O:25])=[O:24])[CH:17]=[CH:18][C:19]=3[O:20][CH2:21][CH3:22])=[N:11][C:12](=[O:13])[C:7]2=[C:6]([CH3:34])[N:5]=1.CN1[C:42](=O)[C@H:41]2[CH2:44]C3C4C=CC=CC=4NC=3[C@@H](C3C=CC4OCOC=4C=3)N2C(=O)C1. (6) Given the product [CH3:1][N:2]([CH3:13])[S:3]([N:6]1[CH:10]=[C:9]([Br:14])[C:8]([CH2:11][CH3:12])=[N:7]1)(=[O:4])=[O:5], predict the reactants needed to synthesize it. The reactants are: [CH3:1][N:2]([CH3:13])[S:3]([N:6]1[CH:10]=[CH:9][C:8]([CH2:11][CH3:12])=[N:7]1)(=[O:5])=[O:4].[Br:14]N1C(=O)CCC1=O.O.